Dataset: Forward reaction prediction with 1.9M reactions from USPTO patents (1976-2016). Task: Predict the product of the given reaction. (1) Given the reactants [CH2:1]([N:4]1[CH2:8][CH:7]([CH2:9]O)[C:6]([NH:17][C:18]([NH:20][C:21](=[O:28])[C:22]2[CH:27]=[CH:26][CH:25]=[CH:24][CH:23]=2)=[S:19])([C:11]2[S:12][C:13]([F:16])=[CH:14][CH:15]=2)[CH2:5]1)[CH:2]=[CH2:3].ClC(N(C)C)=C(C)C, predict the reaction product. The product is: [CH2:1]([N:4]1[CH2:8][CH:7]2[C:6]([C:11]3[S:12][C:13]([F:16])=[CH:14][CH:15]=3)([N:17]=[C:18]([NH:20][C:21](=[O:28])[C:22]3[CH:27]=[CH:26][CH:25]=[CH:24][CH:23]=3)[S:19][CH2:9]2)[CH2:5]1)[CH:2]=[CH2:3]. (2) The product is: [CH3:1][O:2][C:3](=[O:19])[C:4]1[CH:12]=[C:11]([N:13]2[CH2:17][CH2:16][CH2:15][C:14]2=[O:18])[CH:10]=[C:6]([C:7]([NH:29][CH2:26][CH2:27][CH3:28])=[O:9])[CH:5]=1. Given the reactants [CH3:1][O:2][C:3](=[O:19])[C:4]1[CH:12]=[C:11]([N:13]2[CH2:17][CH2:16][CH2:15][C:14]2=[O:18])[CH:10]=[C:6]([C:7]([OH:9])=O)[CH:5]=1.C(Cl)(C(Cl)=O)=O.[CH2:26]([NH2:29])[CH2:27][CH3:28], predict the reaction product. (3) Given the reactants Br[C:2]1[CH:7]=[C:6]([F:8])[CH:5]=[C:4](Br)[C:3]=1[O:10][CH3:11].[N+:12]([O-])(O)=O, predict the reaction product. The product is: [F:8][C:6]1[CH:5]=[CH:4][C:3]([O:10][CH3:11])=[CH:2][C:7]=1[NH2:12]. (4) Given the reactants [C:1]([O:5][C:6]([N:8]1[C:16]2[C:11](=[CH:12][CH:13]=[CH:14][CH:15]=2)[CH:10]=[C:9]1[C:17]1[CH:22]=[C:21]([C:23]2[CH:28]=[C:27]([O:29][CH3:30])[C:26]([O:31][CH2:32][O:33][CH2:34][CH2:35][Si:36]([CH3:39])([CH3:38])[CH3:37])=[C:25]([CH:40]=O)[CH:24]=2)[N:20]=[N:19][C:18]=1[O:42][CH3:43])=[O:7])([CH3:4])([CH3:3])[CH3:2].CN.C(O)(=O)C.[C:50]([BH3-])#[N:51].[Na+], predict the reaction product. The product is: [C:1]([O:5][C:6]([N:8]1[C:16]2[C:11](=[CH:12][CH:13]=[CH:14][CH:15]=2)[CH:10]=[C:9]1[C:17]1[CH:22]=[C:21]([C:23]2[CH:24]=[C:25]([CH2:40][NH:51][CH3:50])[C:26]([O:31][CH2:32][O:33][CH2:34][CH2:35][Si:36]([CH3:38])([CH3:37])[CH3:39])=[C:27]([O:29][CH3:30])[CH:28]=2)[N:20]=[N:19][C:18]=1[O:42][CH3:43])=[O:7])([CH3:4])([CH3:2])[CH3:3]. (5) Given the reactants C[O:2][C:3](=[O:35])[CH2:4][O:5][C:6]1[CH:14]=[CH:13][C:12]([S:15][CH2:16][C:17]2[CH:22]=[CH:21][C:20]([O:23][CH2:24][C:25]3[CH:30]=[CH:29][C:28]([C:31]([F:34])([F:33])[F:32])=[CH:27][CH:26]=3)=[CH:19][CH:18]=2)=[C:11]2[C:7]=1[CH2:8][CH2:9][CH2:10]2.[K+].[Br-], predict the reaction product. The product is: [F:33][C:31]([F:32])([F:34])[C:28]1[CH:29]=[CH:30][C:25]([CH2:24][O:23][C:20]2[CH:21]=[CH:22][C:17]([CH2:16][S:15][C:12]3[CH:13]=[CH:14][C:6]([O:5][CH2:4][C:3]([OH:35])=[O:2])=[C:7]4[C:11]=3[CH2:10][CH2:9][CH2:8]4)=[CH:18][CH:19]=2)=[CH:26][CH:27]=1.